From a dataset of Full USPTO retrosynthesis dataset with 1.9M reactions from patents (1976-2016). Predict the reactants needed to synthesize the given product. (1) The reactants are: [Cl:1][C:2]1[CH:3]=[C:4]2[C:10]([CH:11]=O)=[CH:9][NH:8][C:5]2=[N:6][CH:7]=1.[Cl-].[OH:14][NH3+:15].C([O-])([O-])=O.[Na+].[Na+]. Given the product [Cl:1][C:2]1[CH:3]=[C:4]2[C:10]([CH:11]=[N:15][OH:14])=[CH:9][NH:8][C:5]2=[N:6][CH:7]=1, predict the reactants needed to synthesize it. (2) The reactants are: [OH-].[Na+].[O:3]=[C:4]([CH:6](P(=O)(OCC)OCC)[CH2:7][CH2:8][CH2:9][CH2:10][CH2:11][CH3:12])[CH3:5].[CH:21]1([CH:24]=O)[CH2:23][CH2:22]1. Given the product [CH:21]1(/[CH:24]=[CH:5]/[C:4](=[O:3])/[C:6](=[CH:24]/[CH:21]2[CH2:23][CH2:22]2)/[CH2:7][CH2:8][CH2:9][CH2:10][CH2:11][CH3:12])[CH2:23][CH2:22]1.[CH:21]1(/[CH:24]=[C:6](\[CH2:7][CH2:8][CH2:9][CH2:10][CH2:11][CH3:12])/[C:4](=[O:3])[CH3:5])[CH2:23][CH2:22]1, predict the reactants needed to synthesize it. (3) Given the product [Cl:1][C:2]1[CH:7]=[C:6]([F:36])[CH:5]=[CH:4][C:3]=1[CH2:12][NH:13][C:14](=[O:28])[C@@H:15]1[CH2:19][CH2:18][C:17](=[O:20])[N:16]1[CH2:21][C:22]1[CH:27]=[CH:26][CH:25]=[CH:24][CH:23]=1, predict the reactants needed to synthesize it. The reactants are: [Cl:1][C:2]1[C:7](C(F)(F)F)=[CH:6][CH:5]=[CH:4][C:3]=1[CH2:12][NH:13][C:14](=[O:28])[C@@H:15]1[CH2:19][CH2:18][C:17](=[O:20])[N:16]1[CH2:21][C:22]1[CH:27]=[CH:26][CH:25]=[CH:24][CH:23]=1.ClC1C=C([F:36])C=CC=1CN.